Dataset: Forward reaction prediction with 1.9M reactions from USPTO patents (1976-2016). Task: Predict the product of the given reaction. (1) Given the reactants [Cl:1][C:2]1[CH:7]=[CH:6][C:5]([C:8]2[N:9]=[CH:10][NH:11][CH:12]=2)=[CH:4][CH:3]=1.Br[C:14]1[O:15][CH:16]=[CH:17][CH:18]=1, predict the reaction product. The product is: [Cl:1][C:2]1[CH:3]=[CH:4][C:5]([C:8]2[N:9]=[CH:10][N:11]([C:14]3[O:15][CH:16]=[CH:17][CH:18]=3)[CH:12]=2)=[CH:6][CH:7]=1. (2) Given the reactants [N:1]1([C:7]2[N:8]=[C:9](O)[C:10]3[CH2:16][CH2:15][N:14]([C:17]4[C:22]([C:23]([F:26])([F:25])[F:24])=[CH:21][CH:20]=[CH:19][N:18]=4)[CH2:13][CH2:12][C:11]=3[N:27]=2)[CH2:6][CH2:5][CH2:4][CH2:3][CH2:2]1.[CH3:29]C([O-])(C)C.[K+].C(OC(C1C(=O)CCN([C:48]2[C:53]([C:54]([F:57])([F:56])[F:55])=[CH:52][CH:51]=[CH:50][N:49]=2)CC1)=O)C.Br.N1(C(=N)N)CCCCC1, predict the reaction product. The product is: [N:1]1([C:7]2[N:8]=[C:9]([NH:49][C:50]3[CH:51]=[CH:52][C:53]([C:54]([F:55])([F:56])[F:57])=[CH:48][CH:29]=3)[C:10]3[CH2:16][CH2:15][N:14]([C:17]4[C:22]([C:23]([F:26])([F:25])[F:24])=[CH:21][CH:20]=[CH:19][N:18]=4)[CH2:13][CH2:12][C:11]=3[N:27]=2)[CH2:6][CH2:5][CH2:4][CH2:3][CH2:2]1. (3) Given the reactants C(OC(F)(F)C(F)(F)C(F)(F)F)=C.[C:14]([O:24][CH:25]([C:27]([O:29]C)=[O:28])[F:26])([C:17]([C:20]([F:23])([F:22])[F:21])([F:19])[F:18])([F:16])[F:15].[NH3:31], predict the reaction product. The product is: [C:20]([C:17]([C:14]([O:24][CH:25]([C:27]([O-:29])=[O:28])[F:26])([F:15])[F:16])([F:19])[F:18])([F:23])([F:22])[F:21].[NH4+:31]. (4) Given the reactants Br[C:2]1[CH:3]=[C:4]([N:8]2[C:12]3=[N:13][C:14]([CH3:17])=[N:15][CH:16]=[C:11]3[C:10]([C:18]([O:20][CH2:21][CH3:22])=[O:19])=[N:9]2)[CH:5]=[CH:6][CH:7]=1.[C:23]([C@:25]1([OH:32])[CH2:29][CH2:28][N:27]([CH3:30])[C:26]1=[O:31])#[CH:24], predict the reaction product. The product is: [OH:32][C@@:25]1([C:23]#[C:24][C:2]2[CH:3]=[C:4]([N:8]3[C:12]4=[N:13][C:14]([CH3:17])=[N:15][CH:16]=[C:11]4[C:10]([C:18]([O:20][CH2:21][CH3:22])=[O:19])=[N:9]3)[CH:5]=[CH:6][CH:7]=2)[CH2:29][CH2:28][N:27]([CH3:30])[C:26]1=[O:31]. (5) Given the reactants [Si:1]([O:8][CH2:9][C:10]1([CH3:30])[S:16][CH2:15][CH2:14][N:13]2[C:17]([C:20]3([C:23]4[CH:28]=[CH:27][C:26](Cl)=[CH:25][CH:24]=4)[CH2:22][CH2:21]3)=[N:18][N:19]=[C:12]2[CH2:11]1)([C:4]([CH3:7])([CH3:6])[CH3:5])([CH3:3])[CH3:2].[N:31]1[CH:36]=[CH:35][CH:34]=[C:33](B(O)O)[CH:32]=1.C1(P(C2CCCCC2)C2CCCCC2)CCCCC1.P([O-])([O-])([O-])=O.[K+].[K+].[K+].C(=O)([O-])O.[Na+], predict the reaction product. The product is: [Si:1]([O:8][CH2:9][C:10]1([CH3:30])[S:16][CH2:15][CH2:14][N:13]2[C:17]([C:20]3([C:23]4[CH:28]=[CH:27][C:26]([C:33]5[CH:32]=[N:31][CH:36]=[CH:35][CH:34]=5)=[CH:25][CH:24]=4)[CH2:22][CH2:21]3)=[N:18][N:19]=[C:12]2[CH2:11]1)([C:4]([CH3:7])([CH3:6])[CH3:5])([CH3:3])[CH3:2]. (6) Given the reactants [I:1]I.C1C=C(Cl)C=C(C(OO)=O)C=1.[S:14]1[CH:18]=[CH:17][CH:16]=[CH:15]1.[C:19]1([CH3:29])[CH:24]=[CH:23][C:22]([S:25]([OH:28])(=[O:27])=[O:26])=[CH:21][CH:20]=1, predict the reaction product. The product is: [S:25]([C:22]1[CH:23]=[CH:24][C:19]([CH3:29])=[CH:20][CH:21]=1)([O-:28])(=[O:27])=[O:26].[S:14]1[CH:18]=[CH:17][CH:16]=[C:15]1[I+:1][C:22]1[S:25][CH:19]=[CH:24][CH:23]=1. (7) Given the reactants [CH3:1][C:2]([CH3:13])([CH3:12])[C:3]([NH:5][C:6]1[CH:11]=[CH:10][CH:9]=[CH:8][N:7]=1)=[O:4].CN(C)CCN(C)C.C([Li])CCC.[I:27]I.S([O-])([O-])(=O)=S.[Na+].[Na+], predict the reaction product. The product is: [I:27][C:11]1[C:6]([NH:5][C:3](=[O:4])[C:2]([CH3:13])([CH3:12])[CH3:1])=[N:7][CH:8]=[CH:9][CH:10]=1. (8) The product is: [CH:26]1([C:29]([N:14]2[CH2:15][CH2:16][C@@H:12]([CH2:11][NH:10][C:9]3[CH:8]=[CH:7][N:6]=[CH:5][C:4]=3[N+:1]([O-:3])=[O:2])[CH2:13]2)=[O:30])[CH2:28][CH2:27]1. Given the reactants [N+:1]([C:4]1[CH:5]=[N:6][CH:7]=[CH:8][C:9]=1[NH:10][CH2:11][C@@H:12]1[CH2:16][CH2:15][NH:14][CH2:13]1)([O-:3])=[O:2].C(N(CC)C(C)C)(C)C.[CH:26]1([C:29](Cl)=[O:30])[CH2:28][CH2:27]1, predict the reaction product. (9) Given the reactants CN(C(ON1N=NC2C=[CH:13][CH:14]=NC1=2)=[N+](C)C)C.F[P-](F)(F)(F)(F)F.[C:25]([N:35]([CH3:41])[C@H:36]([C:38]([OH:40])=O)[CH3:37])([O:27][CH2:28][C:29]1[CH:34]=[CH:33][CH:32]=[CH:31][CH:30]=1)=[O:26].CCN(C(C)C)C(C)C.[NH2:51][CH:52]([C:78]([CH3:81])([CH3:80])[CH3:79])[C:53]([N:55]1[CH2:59][CH2:58][CH:57]2[N:60]([C:72]3N=CC=CN=3)[CH2:61][CH:62]([O:63][C:64]3[CH:69]=[CH:68][C:67]([F:70])=[C:66]([F:71])[CH:65]=3)[CH:56]12)=[O:54].CN1[C:87](=[O:88])[CH2:86]CC1, predict the reaction product. The product is: [CH2:28]([O:27][C:25](=[O:26])[N:35]([CH:36]([C:38](=[O:40])[NH:51][CH:52]([C:53]([N:55]1[CH2:59][CH2:58][CH:57]2[N:60]([CH:72]3[CH2:14][CH2:13][O:88][CH2:87][CH2:86]3)[CH2:61][CH:62]([O:63][C:64]3[CH:69]=[CH:68][C:67]([F:70])=[C:66]([F:71])[CH:65]=3)[CH:56]12)=[O:54])[C:78]([CH3:79])([CH3:81])[CH3:80])[CH3:37])[CH3:41])[C:29]1[CH:30]=[CH:31][CH:32]=[CH:33][CH:34]=1.